This data is from Reaction yield outcomes from USPTO patents with 853,638 reactions. The task is: Predict the reaction yield, written as a fraction of the theoretical maximum amount of product (1.0 means a 100% yield; for example, 0.34 means a 34% yield). (1) The reactants are [CH2:1]1[C:9]2[C:4](=[CH:5][CH:6]=[C:7]([C:10]3([C:13]#N)[CH2:12][CH2:11]3)[CH:8]=2)[CH2:3][CH2:2]1.[OH-:15].[Na+].Cl.C[OH:19]. No catalyst specified. The product is [CH2:1]1[C:9]2[C:4](=[CH:5][CH:6]=[C:7]([C:10]3([C:13]([OH:19])=[O:15])[CH2:12][CH2:11]3)[CH:8]=2)[CH2:3][CH2:2]1. The yield is 0.470. (2) The reactants are [CH3:1][C:2]1([CH3:16])[C:6]([CH3:8])([CH3:7])[O:5][B:4]([C:9]2[CH:10]=[C:11]([CH:13]=[CH:14][CH:15]=2)[NH2:12])[O:3]1.[CH3:17][C:18]([CH3:23])=[CH:19][C:20](Cl)=[O:21].O. The catalyst is C1COCC1. The product is [CH3:17][C:18]([CH3:23])=[CH:19][C:20]([NH:12][C:11]1[CH:13]=[CH:14][CH:15]=[C:9]([B:4]2[O:3][C:2]([CH3:16])([CH3:1])[C:6]([CH3:7])([CH3:8])[O:5]2)[CH:10]=1)=[O:21]. The yield is 0.510. (3) The reactants are C[O:2][C:3](=[O:40])[C:4]1[CH:9]=[CH:8][C:7]([N:10]([CH2:12][CH2:13][C:14]2[C:22]3[C:17](=[CH:18][CH:19]=[C:20]([Cl:23])[CH:21]=3)[N:16]([CH:24]([C:31]3[CH:36]=[CH:35][CH:34]=[CH:33][CH:32]=3)[C:25]3[CH:30]=[CH:29][CH:28]=[CH:27][CH:26]=3)[C:15]=2[CH2:37][CH2:38][NH2:39])[CH3:11])=[CH:6][CH:5]=1.[Cl:41][C:42]1[CH:43]=[C:44]([CH2:49][S:50](Cl)(=[O:52])=[O:51])[CH:45]=[CH:46][C:47]=1[Cl:48]. No catalyst specified. The product is [CH:24]([N:16]1[C:17]2[C:22](=[CH:21][C:20]([Cl:23])=[CH:19][CH:18]=2)[C:14]([CH2:13][CH2:12][N:10]([CH3:11])[C:7]2[CH:8]=[CH:9][C:4]([C:3]([OH:2])=[O:40])=[CH:5][CH:6]=2)=[C:15]1[CH2:37][CH2:38][NH:39][S:50]([CH2:49][C:44]1[CH:45]=[CH:46][C:47]([Cl:48])=[C:42]([Cl:41])[CH:43]=1)(=[O:52])=[O:51])([C:25]1[CH:26]=[CH:27][CH:28]=[CH:29][CH:30]=1)[C:31]1[CH:32]=[CH:33][CH:34]=[CH:35][CH:36]=1. The yield is 0.870. (4) The reactants are [OH-].[Na+].[CH3:3][O:4][C:5]1[CH:14]=[C:13]([C:15]2[CH:20]=[CH:19][CH:18]=[CH:17][CH:16]=2)[CH:12]=[CH:11][C:6]=1[C:7]([O:9]C)=[O:8]. The catalyst is CO. The product is [CH3:3][O:4][C:5]1[CH:14]=[C:13]([C:15]2[CH:20]=[CH:19][CH:18]=[CH:17][CH:16]=2)[CH:12]=[CH:11][C:6]=1[C:7]([OH:9])=[O:8]. The yield is 0.960. (5) The reactants are [Br:1][C:2]1[CH:11]=[C:10]2[C:5]([CH:6]=[CH:7][N:8]=[CH:9]2)=[CH:4][C:3]=1[OH:12].Cl[C:14]1[C:23]2[C:18](=[CH:19][C:20]([O:26][CH3:27])=[C:21]([O:24][CH3:25])[CH:22]=2)[N:17]=[CH:16][CH:15]=1.O. The catalyst is CN(C)C1C=CN=CC=1.ClC1C=CC=CC=1Cl. The product is [Br:1][C:2]1[CH:11]=[C:10]2[C:5]([CH:6]=[CH:7][N:8]=[CH:9]2)=[CH:4][C:3]=1[O:12][C:14]1[C:23]2[C:18](=[CH:19][C:20]([O:26][CH3:27])=[C:21]([O:24][CH3:25])[CH:22]=2)[N:17]=[CH:16][CH:15]=1. The yield is 0.480. (6) The reactants are [C:1]1([N:7]2[CH2:13][CH2:12][CH2:11][CH2:10][NH:9][S:8]2(=[O:15])=[O:14])[CH:6]=[CH:5][CH:4]=[CH:3][CH:2]=1.[H-].[Na+].[Br:18][C:19]1[CH:24]=[CH:23][C:22]([CH2:25]Br)=[C:21]([F:27])[CH:20]=1. The catalyst is CN(C=O)C.CCOC(C)=O.O. The product is [Br:18][C:19]1[CH:24]=[CH:23][C:22]([CH2:25][N:9]2[CH2:10][CH2:11][CH2:12][CH2:13][N:7]([C:1]3[CH:2]=[CH:3][CH:4]=[CH:5][CH:6]=3)[S:8]2(=[O:15])=[O:14])=[C:21]([F:27])[CH:20]=1. The yield is 0.600.